The task is: Regression. Given a peptide amino acid sequence and an MHC pseudo amino acid sequence, predict their binding affinity value. This is MHC class II binding data.. This data is from Peptide-MHC class II binding affinity with 134,281 pairs from IEDB. (1) The peptide sequence is EKKYFAATQFLPLAA. The MHC is HLA-DQA10301-DQB10302 with pseudo-sequence HLA-DQA10301-DQB10302. The binding affinity (normalized) is 0.188. (2) The peptide sequence is ELLKTVRLIKFLYQSNP. The MHC is HLA-DQA10201-DQB10202 with pseudo-sequence HLA-DQA10201-DQB10202. The binding affinity (normalized) is 0.246. (3) The peptide sequence is PTLAFPAGVCPTIGV. The MHC is DRB1_0901 with pseudo-sequence DRB1_0901. The binding affinity (normalized) is 0.378. (4) The peptide sequence is PDDPRNWAGVTSVSI. The MHC is HLA-DQA10501-DQB10301 with pseudo-sequence HLA-DQA10501-DQB10301. The binding affinity (normalized) is 0.616. (5) The binding affinity (normalized) is 0.931. The peptide sequence is TQLVLSSMVNPLVLS. The MHC is DRB1_0901 with pseudo-sequence DRB1_0901. (6) The peptide sequence is IFSKNLNIKLNMPLY. The MHC is DRB3_0202 with pseudo-sequence DRB3_0202. The binding affinity (normalized) is 0.455. (7) The peptide sequence is KTLHSSVQSYLNVLS. The MHC is DRB1_0101 with pseudo-sequence DRB1_0101. The binding affinity (normalized) is 0.702. (8) The peptide sequence is ALQSHDDVALVSVMW. The MHC is HLA-DQA10501-DQB10201 with pseudo-sequence HLA-DQA10501-DQB10201. The binding affinity (normalized) is 0.417. (9) The peptide sequence is SDYVYEPFPKRVWEQ. The MHC is DRB4_0101 with pseudo-sequence DRB4_0103. The binding affinity (normalized) is 0.183. (10) The peptide sequence is ELEKYQQLNYERGVPN. The MHC is H-2-IAd with pseudo-sequence H-2-IAd. The binding affinity (normalized) is 0.